The task is: Predict the reactants needed to synthesize the given product.. This data is from Full USPTO retrosynthesis dataset with 1.9M reactions from patents (1976-2016). Given the product [CH:1]1([N:5]2[CH2:10][CH2:9][N:8]([C:11]([O:13][C:14]([CH3:17])([CH3:16])[CH3:15])=[O:12])[C@@H:7]([C:18]([N:20]3[CH2:21][CH2:22][N:23]([C:42]([NH:41][C:38]4[CH:37]=[CH:36][C:35]([C:34]([F:33])([F:44])[F:45])=[CH:40][CH:39]=4)=[O:43])[CH2:24][CH2:25]3)=[O:19])[CH2:6]2)[CH2:2][CH2:3][CH2:4]1, predict the reactants needed to synthesize it. The reactants are: [CH:1]1([N:5]2[CH2:10][CH2:9][N:8]([C:11]([O:13][C:14]([CH3:17])([CH3:16])[CH3:15])=[O:12])[C@@H:7]([C:18]([N:20]3[CH2:25][CH2:24][NH:23][CH2:22][CH2:21]3)=[O:19])[CH2:6]2)[CH2:4][CH2:3][CH2:2]1.C(N(CC)CC)C.[F:33][C:34]([F:45])([F:44])[C:35]1[CH:40]=[CH:39][C:38]([N:41]=[C:42]=[O:43])=[CH:37][CH:36]=1.